Dataset: Forward reaction prediction with 1.9M reactions from USPTO patents (1976-2016). Task: Predict the product of the given reaction. (1) Given the reactants [NH2:1][C:2]1[C:7]([CH:8]=O)=[C:6]([NH:10][C:11]2[CH:12]=[C:13]3[C:17](=[CH:18][CH:19]=2)[N:16]([CH2:20][C:21]2[CH:26]=[CH:25][CH:24]=[C:23]([F:27])[CH:22]=2)[N:15]=[CH:14]3)[N:5]=[CH:4][N:3]=1.[CH3:28][NH:29][NH2:30].[CH3:31]C(O)C, predict the reaction product. The product is: [CH3:28][N:29]([CH3:31])[N:30]=[CH:8][C:7]1[C:6]([NH:10][C:11]2[CH:12]=[C:13]3[C:17](=[CH:18][CH:19]=2)[N:16]([CH2:20][C:21]2[CH:26]=[CH:25][CH:24]=[C:23]([F:27])[CH:22]=2)[N:15]=[CH:14]3)=[N:5][CH:4]=[N:3][C:2]=1[NH2:1]. (2) The product is: [N:55]1([C:53](=[O:54])[CH2:52][O:33][C:32](=[O:34])[CH2:31][O:30][C:29]2[CH:28]=[CH:27][C:26]([CH2:25][CH2:24][C:23]([N:20]3[CH2:21][CH2:22][C:15]4([NH:14]/[C:13](=[N:12]/[C:10]([C:3]5[C:2]([NH2:1])=[N:7][C:6]([NH2:8])=[C:5]([Cl:9])[N:4]=5)=[O:11])/[NH:17][CH2:16]4)[CH2:18][CH2:19]3)=[O:37])=[CH:36][CH:35]=2)[CH2:60][CH2:59][O:58][CH2:57][CH2:56]1. Given the reactants [NH2:1][C:2]1[C:3]([C:10](/[N:12]=[C:13]2/[NH:14][C:15]3([CH2:22][CH2:21][N:20]([C:23](=[O:37])[CH2:24][CH2:25][C:26]4[CH:36]=[CH:35][C:29]([O:30][CH2:31][C:32]([OH:34])=[O:33])=[CH:28][CH:27]=4)[CH2:19][CH2:18]3)[CH2:16][NH:17]/2)=[O:11])=[N:4][C:5]([Cl:9])=[C:6]([NH2:8])[N:7]=1.OCC(N1CCCC1C(F)(F)F)=O.O[CH2:52][C:53]([N:55]1[CH2:60][CH2:59][O:58][CH2:57][CH2:56]1)=[O:54], predict the reaction product. (3) The product is: [C:4]([O:3][C:1](=[O:2])[NH:8][C@@H:9]([C:13]([CH:21]1[C:22](=[O:23])[O:24][C:17]([CH3:25])([CH3:16])[O:18][C:19]1=[O:20])=[O:15])[CH:10]([CH3:11])[CH3:12])([CH3:5])([CH3:6])[CH3:7]. Given the reactants [C:1]([NH:8][C@@H:9]([C:13]([OH:15])=O)[CH:10]([CH3:12])[CH3:11])([O:3][C:4]([CH3:7])([CH3:6])[CH3:5])=[O:2].[CH3:16][C:17]1([CH3:25])[O:24][C:22](=[O:23])[CH2:21][C:19](=[O:20])[O:18]1, predict the reaction product. (4) Given the reactants [CH3:1][CH:2]1[CH2:7][CH2:6][CH2:5][CH2:4][C:3]1=[O:8].C([N-]C(C)C)(C)C.[Li+].[CH3:17][Si:18](Cl)([CH3:20])[CH3:19], predict the reaction product. The product is: [CH3:17][Si:18]([CH3:20])([CH3:19])[O:8][C:3]1[CH:2]([CH3:1])[CH2:7][CH2:6][CH2:5][CH:4]=1. (5) Given the reactants C([O:8][C:9]1[CH:10]=[CH:11][C:12]([C@@H:20]([O:64][Si](C(C)(C)C)(C)C)[CH2:21][NH:22][CH2:23][CH2:24][C:25]2[CH:30]=[CH:29][C:28]([O:31][CH2:32][CH2:33][C:34]3[CH:39]=[CH:38][C:37]([O:40]CC4C=CC=CC=4)=[C:36]([C@@H:48]([C:58]4[CH:63]=[CH:62][CH:61]=[CH:60][CH:59]=4)[CH2:49][CH2:50][N:51]([CH:55]([CH3:57])[CH3:56])[CH:52]([CH3:54])[CH3:53])[CH:35]=3)=[CH:27][CH:26]=2)=[C:13]2[C:18]=1[NH:17][C:16](=[O:19])[CH:15]=[CH:14]2)C1C=CC=CC=1.C([O-])=O.[NH4+].CCN(CC)CC.F.F.F, predict the reaction product. The product is: [NH3:17].[CH:55]([N:51]([CH:52]([CH3:54])[CH3:53])[CH2:50][CH2:49][C@@H:48]([C:36]1[CH:35]=[C:34]([CH2:33][CH2:32][O:31][C:28]2[CH:29]=[CH:30][C:25]([CH2:24][CH2:23][NH:22][CH2:21][C@@H:20]([C:12]3[CH:11]=[CH:10][C:9]([OH:8])=[C:18]4[C:13]=3[CH:14]=[CH:15][C:16](=[O:19])[NH:17]4)[OH:64])=[CH:26][CH:27]=2)[CH:39]=[CH:38][C:37]=1[OH:40])[C:58]1[CH:59]=[CH:60][CH:61]=[CH:62][CH:63]=1)([CH3:56])[CH3:57]. (6) Given the reactants [Cl:1][C:2]1[N:7]=[C:6]([NH:8][CH2:9][CH3:10])[C:5]([C:11]([OH:19])=[C:12]([C:17]#[N:18])[C:13]([NH:15][CH3:16])=[O:14])=[CH:4][CH:3]=1, predict the reaction product. The product is: [NH2:18][C:17]1[N:8]([CH2:9][CH3:10])[C:6]2[C:5]([C:11](=[O:19])[C:12]=1[C:13]([NH:15][CH3:16])=[O:14])=[CH:4][CH:3]=[C:2]([Cl:1])[N:7]=2. (7) Given the reactants [C:1]([OH:4])(=O)C.[CH:5]([N:8](CC)C(C)C)(C)C.C1(P(N=[N+]=[N-])(C2C=CC=CC=2)=O)C=CC=CC=1.[NH2:31][C:32]1[CH:37]=[CH:36][C:35]([N:38]2[C:46]([CH2:47][N:48]([CH3:50])[CH3:49])=[C:45]3[C:40]([N:41]([CH2:62][C:63]4[C:68]([C:69]([F:72])([F:71])[F:70])=[CH:67][CH:66]=[CH:65][C:64]=4[F:73])[C:42](=[O:61])[N:43]([C:52]4[CH:57]=[CH:56][CH:55]=[C:54]([O:58][CH3:59])[C:53]=4[F:60])[C:44]3=[O:51])=[N:39]2)=[CH:34][CH:33]=1.C(=O)(O)[O-].[Na+], predict the reaction product. The product is: [CH3:49][N:48]([CH2:47][C:46]1[N:38]([C:35]2[CH:34]=[CH:33][C:32]([NH:31][C:1]([NH:8][CH3:5])=[O:4])=[CH:37][CH:36]=2)[N:39]=[C:40]2[C:45]=1[C:44](=[O:51])[N:43]([C:52]1[CH:57]=[CH:56][CH:55]=[C:54]([O:58][CH3:59])[C:53]=1[F:60])[C:42](=[O:61])[N:41]2[CH2:62][C:63]1[C:68]([C:69]([F:72])([F:71])[F:70])=[CH:67][CH:66]=[CH:65][C:64]=1[F:73])[CH3:50].